From a dataset of Catalyst prediction with 721,799 reactions and 888 catalyst types from USPTO. Predict which catalyst facilitates the given reaction. Reactant: Cl.[F:2][C:3]1[CH:28]=[CH:27][C:6]([C:7]([NH:9][C:10]2[S:11][C:12]3[C:18]([C:19]4[CH2:20][CH2:21][NH:22][CH2:23][CH:24]=4)=[CH:17][CH:16]=[C:15]([O:25][CH3:26])[C:13]=3[N:14]=2)=[O:8])=[CH:5][CH:4]=1.C(N(CC)CC)C.[C:36](OC(=O)C)(=[O:38])[CH3:37].C(=O)(O)[O-].[Na+]. Product: [C:36]([N:22]1[CH2:21][CH:20]=[C:19]([C:18]2[C:12]3[S:11][C:10]([NH:9][C:7](=[O:8])[C:6]4[CH:5]=[CH:4][C:3]([F:2])=[CH:28][CH:27]=4)=[N:14][C:13]=3[C:15]([O:25][CH3:26])=[CH:16][CH:17]=2)[CH2:24][CH2:23]1)(=[O:38])[CH3:37]. The catalyst class is: 20.